Dataset: Forward reaction prediction with 1.9M reactions from USPTO patents (1976-2016). Task: Predict the product of the given reaction. (1) Given the reactants [F:1][C:2]1[C:7]([F:8])=[CH:6][CH:5]=[CH:4][C:3]=1[C:9]1[N:17]=[C:12]2[CH:13]=[N:14][NH:15][CH:16]=[C:11]2[N:10]=1.Cl[CH2:19][C:20]1[O:24][N:23]=[C:22]([C:25]2[CH:34]=[CH:33][C:28]([CH2:29][N:30]([CH3:32])[CH3:31])=[CH:27][CH:26]=2)[CH:21]=1, predict the reaction product. The product is: [F:1][C:2]1[C:7]([F:8])=[CH:6][CH:5]=[CH:4][C:3]=1[C:9]1[N:17]=[C:12]2[CH:13]=[N:14][N:15]([CH2:19][C:20]3[O:24][N:23]=[C:22]([C:25]4[CH:34]=[CH:33][C:28]([CH2:29][N:30]([CH3:31])[CH3:32])=[CH:27][CH:26]=4)[CH:21]=3)[CH:16]=[C:11]2[N:10]=1. (2) Given the reactants [C:1]([NH:4][C:5]1[S:9][C:8]2[C:10]([O:15][CH2:16][CH2:17][N:18]([CH2:21][CH3:22])[CH2:19][CH3:20])=[C:11](Br)[CH:12]=[CH:13][C:7]=2[C:6]=1[C:23]([O:25][CH2:26][CH3:27])=[O:24])(=[O:3])[CH3:2].[C:28]1(B(O)O)[CH:33]=[CH:32][CH:31]=[CH:30][CH:29]=1.P([O-])([O-])([O-])=O.[K+].[K+].[K+], predict the reaction product. The product is: [C:1]([NH:4][C:5]1[S:9][C:8]2[C:10]([O:15][CH2:16][CH2:17][N:18]([CH2:21][CH3:22])[CH2:19][CH3:20])=[C:11]([C:28]3[CH:33]=[CH:32][CH:31]=[CH:30][CH:29]=3)[CH:12]=[CH:13][C:7]=2[C:6]=1[C:23]([O:25][CH2:26][CH3:27])=[O:24])(=[O:3])[CH3:2]. (3) Given the reactants [Cl:1][C:2]1[C:3]([O:12][C:13]2[CH:18]=[C:17]([O:19][CH2:20][CH2:21][CH2:22][S:23]([CH3:26])(=[O:25])=[O:24])[CH:16]=[CH:15][C:14]=2/[CH:27]=[CH:28]/[C:29]([O:31]CC)=[O:30])=[N:4][CH:5]=[C:6]([C:8]([F:11])([F:10])[F:9])[CH:7]=1.[OH-].[Na+].Cl, predict the reaction product. The product is: [Cl:1][C:2]1[C:3]([O:12][C:13]2[CH:18]=[C:17]([O:19][CH2:20][CH2:21][CH2:22][S:23]([CH3:26])(=[O:25])=[O:24])[CH:16]=[CH:15][C:14]=2/[CH:27]=[CH:28]/[C:29]([OH:31])=[O:30])=[N:4][CH:5]=[C:6]([C:8]([F:11])([F:9])[F:10])[CH:7]=1. (4) Given the reactants Cl[C:2]1[N:12]=[C:11]([NH:13][C:14]2[CH:19]=[CH:18][C:17]([CH:20]3[CH2:25][CH2:24][N:23](C(OC(C)(C)C)=O)[CH2:22][CH2:21]3)=[CH:16][C:15]=2[O:33][CH2:34][CH3:35])[C:5]2[C:6](=[O:10])[NH:7][N:8]=[CH:9][C:4]=2[CH:3]=1.[Cl:36][C:37]1[CH:42]=[CH:41][CH:40]=[CH:39][C:38]=1[OH:43].CN(C)CC(O)=O.C(=O)([O-])[O-].[Cs+].[Cs+], predict the reaction product. The product is: [Cl:36][C:37]1[CH:42]=[CH:41][CH:40]=[CH:39][C:38]=1[O:43][C:2]1[N:12]=[C:11]([NH:13][C:14]2[CH:19]=[CH:18][C:17]([CH:20]3[CH2:21][CH2:22][NH:23][CH2:24][CH2:25]3)=[CH:16][C:15]=2[O:33][CH2:34][CH3:35])[C:5]2[C:6](=[O:10])[NH:7][N:8]=[CH:9][C:4]=2[CH:3]=1. (5) Given the reactants Br[C:2]1[CH:27]=[CH:26][C:5]2[N:6]=[C:7]([C:9]3[N:13]([CH2:14][O:15][CH2:16][CH2:17][Si:18]([CH3:21])([CH3:20])[CH3:19])[C:12]4[CH:22]=[CH:23][CH:24]=[CH:25][C:11]=4[N:10]=3)[O:8][C:4]=2[CH:3]=1.[B:28]1([B:28]2[O:32][C:31]([CH3:34])([CH3:33])[C:30]([CH3:36])([CH3:35])[O:29]2)[O:32][C:31]([CH3:34])([CH3:33])[C:30]([CH3:36])([CH3:35])[O:29]1.C1(P(C2CCCCC2)C2C=CC=CC=2C2C(C(C)C)=CC(C(C)C)=CC=2C(C)C)CCCCC1.CC([O-])=O.[K+], predict the reaction product. The product is: [CH3:35][C:30]1([CH3:36])[C:31]([CH3:34])([CH3:33])[O:32][B:28]([C:2]2[CH:27]=[CH:26][C:5]3[N:6]=[C:7]([C:9]4[N:13]([CH2:14][O:15][CH2:16][CH2:17][Si:18]([CH3:21])([CH3:20])[CH3:19])[C:12]5[CH:22]=[CH:23][CH:24]=[CH:25][C:11]=5[N:10]=4)[O:8][C:4]=3[CH:3]=2)[O:29]1. (6) Given the reactants [NH2:1][C:2]1[CH:3]=[C:4]2[C:9](=[CH:10][CH:11]=1)[N:8]([CH2:12][CH2:13][N:14]([CH3:16])[CH3:15])[C:7](=O)[CH2:6][CH2:5]2.[H-].[H-].[H-].[H-].[Li+].[Al+3].[OH-].[Na+].[O-]S([O-])(=O)=O.[Na+].[Na+], predict the reaction product. The product is: [CH3:15][N:14]([CH3:16])[CH2:13][CH2:12][N:8]1[C:9]2[C:4](=[CH:3][C:2]([NH2:1])=[CH:11][CH:10]=2)[CH2:5][CH2:6][CH2:7]1. (7) Given the reactants [CH:1]([C:3]1[CH:11]=[CH:10][C:6]([C:7]([OH:9])=[O:8])=[CH:5][CH:4]=1)=O.[CH3:12][C:13]1([CH3:26])[C@@H:15]2[CH2:16][C:17]3[C:21]([C@H:14]12)=[C:20]([CH3:22])[S:19][C:18]=3[C:23](=[O:25])[CH3:24].C[O-].[Na+], predict the reaction product. The product is: [O:25]=[C:23]([C:18]1[S:19][C:20]([CH3:22])=[C:21]2[C:17]=1[CH2:16][C@H:15]1[C:13]([CH3:26])([CH3:12])[C@H:14]12)[CH:24]=[CH:1][C:3]1[CH:11]=[CH:10][C:6]([C:7]([OH:9])=[O:8])=[CH:5][CH:4]=1. (8) Given the reactants [CH3:1][O:2][C:3]1[CH:8]=[CH:7][C:6]([S:9]([NH:12][C@H:13]([CH:17]([CH3:19])[CH3:18])[C:14]([OH:16])=[O:15])(=[O:11])=[O:10])=[CH:5][CH:4]=1.C(NC(=NC(C)C)O[C:26]([CH3:29])([CH3:28])[CH3:27])(C)C, predict the reaction product. The product is: [C:26]([O:15][C:14](=[O:16])[C@H:13]([NH:12][S:9]([C:6]1[CH:7]=[CH:8][C:3]([O:2][CH3:1])=[CH:4][CH:5]=1)(=[O:11])=[O:10])[CH:17]([CH3:19])[CH3:18])([CH3:29])([CH3:28])[CH3:27]. (9) Given the reactants [CH3:1][O:2][C:3](=[O:20])[C:4]1[CH:9]=[CH:8][C:7]([NH:10]C(OC(C)(C)C)=O)=[C:6]([NH:18][CH3:19])[CH:5]=1.O1CCOCC1.Cl.C(=O)(O)[O-].[Na+], predict the reaction product. The product is: [CH3:1][O:2][C:3](=[O:20])[C:4]1[CH:9]=[CH:8][C:7]([NH2:10])=[C:6]([NH:18][CH3:19])[CH:5]=1.